Dataset: Catalyst prediction with 721,799 reactions and 888 catalyst types from USPTO. Task: Predict which catalyst facilitates the given reaction. (1) Reactant: [OH-:1].[Na+].OO.[C:5]1([CH3:34])[CH:10]=[CH:9][C:8]([S:11]([NH:14][C:15]2[CH:16]=[C:17]([CH:20]=[CH:21][C:22]=2[NH:23][S:24]([C:27]2[CH:32]=[CH:31][C:30]([CH3:33])=[CH:29][CH:28]=2)(=[O:26])=[O:25])[C:18]#[N:19])(=[O:13])=[O:12])=[CH:7][CH:6]=1. Product: [C:5]1([CH3:34])[CH:6]=[CH:7][C:8]([S:11]([NH:14][C:15]2[CH:16]=[C:17]([CH:20]=[CH:21][C:22]=2[NH:23][S:24]([C:27]2[CH:32]=[CH:31][C:30]([CH3:33])=[CH:29][CH:28]=2)(=[O:26])=[O:25])[C:18]([NH2:19])=[O:1])(=[O:12])=[O:13])=[CH:9][CH:10]=1. The catalyst class is: 33. (2) Reactant: [Si:1]([O:8][C:9]1[CH:14]=[C:13]([CH3:15])[C:12]([C:16]2[CH:21]=[CH:20][CH:19]=[C:18]([CH:22]=[O:23])[CH:17]=2)=[C:11]([CH3:24])[CH:10]=1)([C:4]([CH3:7])([CH3:6])[CH3:5])([CH3:3])[CH3:2].[BH4-].[Na+].CC(C)=O. Product: [Si:1]([O:8][C:9]1[CH:14]=[C:13]([CH3:15])[C:12]([C:16]2[CH:21]=[CH:20][CH:19]=[C:18]([CH2:22][OH:23])[CH:17]=2)=[C:11]([CH3:24])[CH:10]=1)([C:4]([CH3:5])([CH3:7])[CH3:6])([CH3:3])[CH3:2]. The catalyst class is: 5. (3) Reactant: [NH2:1][C:2]1[CH:7]=[CH:6][CH:5]=[CH:4][C:3]=1[CH2:8][CH2:9][C:10]1[C:14]2[C:15](=[O:29])[N:16]([C:23]3[CH:28]=[CH:27][CH:26]=[CH:25][CH:24]=3)[C:17]3[N:18]=[CH:19][CH:20]=[CH:21][C:22]=3[C:13]=2[NH:12][N:11]=1.C(O)(=O)C.[O-:34][C:35]#[N:36].[K+]. Product: [C:23]1([N:16]2[C:17]3[N:18]=[CH:19][CH:20]=[CH:21][C:22]=3[C:13]3[NH:12][N:11]=[C:10]([CH2:9][CH2:8][C:3]4[CH:4]=[CH:5][CH:6]=[CH:7][C:2]=4[NH:1][C:35]([NH2:36])=[O:34])[C:14]=3[C:15]2=[O:29])[CH:28]=[CH:27][CH:26]=[CH:25][CH:24]=1. The catalyst class is: 6. (4) Reactant: [CH:1]([C:3]1[CH:8]=[CH:7][CH:6]=[CH:5][C:4]=1[NH:9][S:10]([C:13]1[CH:18]=[CH:17][CH:16]=[CH:15][C:14]=1[N+:19]([O-:21])=[O:20])(=[O:12])=[O:11])=O.C(=O)([O-])[O-].[K+].[K+].[NH2:28][C@@H:29]([CH2:31][OH:32])[CH3:30]. Product: [OH:32][CH2:31][C@H:29]([N:28]=[CH:1][C:3]1[CH:8]=[CH:7][CH:6]=[CH:5][C:4]=1[NH:9][S:10]([C:13]1[CH:18]=[CH:17][CH:16]=[CH:15][C:14]=1[N+:19]([O-:21])=[O:20])(=[O:12])=[O:11])[CH3:30]. The catalyst class is: 8.